Dataset: Forward reaction prediction with 1.9M reactions from USPTO patents (1976-2016). Task: Predict the product of the given reaction. (1) Given the reactants [N+:1]([C:4]1[CH:22]=[CH:21][C:7]2[N:8]=[C:9]([S:11][CH2:12][C:13]3[N:17]([CH2:18][CH2:19][CH3:20])[CH:16]=[N:15][CH:14]=3)[NH:10][C:6]=2[CH:5]=1)([O-])=O.[Cl-].[Ca+2].[Cl-], predict the reaction product. The product is: [CH2:18]([N:17]1[C:13]([CH2:12][S:11][C:9]2[NH:10][C:6]3[CH:5]=[C:4]([NH2:1])[CH:22]=[CH:21][C:7]=3[N:8]=2)=[CH:14][N:15]=[CH:16]1)[CH2:19][CH3:20]. (2) Given the reactants [N+:1]([C:4]1[CH:21]=[CH:20][C:7]2[O:8][C:9]3[CH:17]=[C:16]([OH:18])[CH:15]=[C:14]([OH:19])[C:10]=3[C:11](=[O:13])[CH2:12][C:6]=2[CH:5]=1)([O-])=O.[Sn](Cl)Cl.O, predict the reaction product. The product is: [NH2:1][C:4]1[CH:21]=[CH:20][C:7]2[O:8][C:9]3[CH:17]=[C:16]([OH:18])[CH:15]=[C:14]([OH:19])[C:10]=3[C:11](=[O:13])[CH2:12][C:6]=2[CH:5]=1. (3) Given the reactants S(Cl)([Cl:3])=O.O[CH2:6][CH2:7][O:8][C:9]1[CH:14]=[CH:13][N:12]=[CH:11][CH:10]=1, predict the reaction product. The product is: [ClH:3].[Cl:3][CH2:6][CH2:7][O:8][C:9]1[CH:14]=[CH:13][N:12]=[CH:11][CH:10]=1. (4) Given the reactants [Cl:1][C:2]1[CH:3]=[CH:4][C:5]2[N:11]([CH2:12][C:13]([CH3:17])([CH3:16])[CH2:14][OH:15])[C:10](=[O:18])[C@@H:9]([CH2:19][C:20](O)=[O:21])[O:8][C@H:7]([C:23]3[CH:28]=[CH:27][CH:26]=[C:25]([O:29][CH3:30])[C:24]=3[O:31][CH3:32])[C:6]=2[CH:33]=1.Cl.[NH2:35][CH2:36][CH2:37][C:38]1[CH:47]=[CH:46][C:41]([C:42]([O:44][CH3:45])=[O:43])=[CH:40][CH:39]=1.P(C#N)(OCC)(OCC)=O.C(N(CC)CC)C, predict the reaction product. The product is: [Cl:1][C:2]1[CH:3]=[CH:4][C:5]2[N:11]([CH2:12][C:13]([CH3:16])([CH3:17])[CH2:14][OH:15])[C:10](=[O:18])[C@@H:9]([CH2:19][C:20]([NH:35][CH2:36][CH2:37][C:38]3[CH:47]=[CH:46][C:41]([C:42]([O:44][CH3:45])=[O:43])=[CH:40][CH:39]=3)=[O:21])[O:8][C@H:7]([C:23]3[CH:28]=[CH:27][CH:26]=[C:25]([O:29][CH3:30])[C:24]=3[O:31][CH3:32])[C:6]=2[CH:33]=1.